From a dataset of Full USPTO retrosynthesis dataset with 1.9M reactions from patents (1976-2016). Predict the reactants needed to synthesize the given product. (1) The reactants are: Cl[C:2]1[CH:7]=[C:6]([C:8]2[CH:13]=[CH:12][C:11]([S:14][C:15]3[CH:20]=[CH:19][CH:18]=[CH:17][C:16]=3[O:21][CH3:22])=[C:10]([C:23]([F:26])([F:25])[F:24])[CH:9]=2)[CH:5]=[CH:4][N:3]=1.OC1CCNC1.[NH:33]1[CH2:40][CH2:39][CH2:38][C@@H:34]1[C:35]([OH:37])=[O:36]. Given the product [CH3:22][O:21][C:16]1[CH:17]=[CH:18][CH:19]=[CH:20][C:15]=1[S:14][C:11]1[CH:12]=[CH:13][C:8]([C:6]2[CH:5]=[CH:4][N:3]=[C:2]([N:33]3[CH2:40][CH2:39][CH2:38][CH:34]3[C:35]([OH:37])=[O:36])[CH:7]=2)=[CH:9][C:10]=1[C:23]([F:26])([F:25])[F:24], predict the reactants needed to synthesize it. (2) Given the product [Cl:24][C:13]1[N:18]=[C:17]([CH3:19])[C:16]([Br:20])=[C:15]([CH3:21])[N:14]=1, predict the reactants needed to synthesize it. The reactants are: CCN(C1C=CC=CC=1)CC.O[C:13]1[N:18]=[C:17]([CH3:19])[C:16]([Br:20])=[C:15]([CH3:21])[N:14]=1.P(Cl)(Cl)([Cl:24])=O. (3) Given the product [O:1]1[C:5]2[CH:6]=[CH:7][CH:8]=[CH:9][C:4]=2[N:3]=[C:2]1[S:10][CH2:11][CH2:12][N:13]1[CH2:14][CH2:15][N:16]([CH2:19][C:20]([NH:22][C:23]2[C:28]([CH:29]([CH3:31])[CH3:30])=[CH:27][CH:26]=[C:25]([OH:37])[C:24]=2[CH:33]([CH3:35])[CH3:34])=[O:21])[CH2:17][CH2:18]1, predict the reactants needed to synthesize it. The reactants are: [O:1]1[C:5]2[CH:6]=[CH:7][CH:8]=[CH:9][C:4]=2[N:3]=[C:2]1[S:10][CH2:11][CH2:12][N:13]1[CH2:18][CH2:17][N:16]([CH2:19][C:20]([NH:22][C:23]2[C:28]([CH:29]([CH3:31])[CH3:30])=[CH:27][CH:26]=[C:25](N)[C:24]=2[CH:33]([CH3:35])[CH3:34])=[O:21])[CH2:15][CH2:14]1.N([O-])=[O:37].[Na+].O.C(=O)(O)[O-].[Na+]. (4) Given the product [F:37][C:35]1[C:34](=[O:38])[NH:33][C:32](=[O:39])[N:31]([CH:29]2[CH2:30][CH:26]([O:25][CH:20]([P:16]([OH:18])([OH:17])=[O:15])[C:21]([OH:23])=[O:22])[CH:27]=[CH:28]2)[CH:36]=1, predict the reactants needed to synthesize it. The reactants are: Br[Si](C)(C)C.N1C(C)=CC=CC=1C.C[O:15][P:16]([CH:20]([O:25][CH:26]1[CH2:30][CH:29]([N:31]2[CH:36]=[C:35]([F:37])[C:34](=[O:38])[NH:33][C:32]2=[O:39])[CH:28]=[CH:27]1)[C:21]([O:23]C)=[O:22])([O:18]C)=[O:17].[OH-].[Li+].